Dataset: Reaction yield outcomes from USPTO patents with 853,638 reactions. Task: Predict the reaction yield, written as a fraction of the theoretical maximum amount of product (1.0 means a 100% yield; for example, 0.34 means a 34% yield). (1) The reactants are Cl[C:2]1[N:7]=[C:6]([N:8]2[CH2:13][CH2:12][CH:11]([C:14]3[CH:19]=[CH:18][N:17]=[CH:16][CH:15]=3)[CH2:10][CH2:9]2)[CH:5]=[CH:4][N:3]=1.C([O-])([O-])=O.[Na+].[Na+].[CH:26]([NH:29][C:30](=[O:48])[CH2:31][O:32][C:33]1[CH:38]=[CH:37][CH:36]=[C:35](B2OC(C)(C)C(C)(C)O2)[CH:34]=1)([CH3:28])[CH3:27]. The catalyst is O1CCOCC1.O.C1C=CC(P(C2C=CC=CC=2)[C-]2C=CC=C2)=CC=1.C1C=CC(P(C2C=CC=CC=2)[C-]2C=CC=C2)=CC=1.Cl[Pd]Cl.[Fe+2]. The product is [CH:26]([NH:29][C:30](=[O:48])[CH2:31][O:32][C:33]1[CH:34]=[CH:35][CH:36]=[C:37]([C:2]2[N:7]=[C:6]([N:8]3[CH2:13][CH2:12][CH:11]([C:14]4[CH:19]=[CH:18][N:17]=[CH:16][CH:15]=4)[CH2:10][CH2:9]3)[CH:5]=[CH:4][N:3]=2)[CH:38]=1)([CH3:28])[CH3:27]. The yield is 0.352. (2) The reactants are [CH3:1][C:2]1[C:10]2[C:9]([C:11]([OH:13])=O)=[CH:8][C:7]([CH3:14])=[N:6][C:5]=2[NH:4][N:3]=1.[CH3:15][O:16][C:17]1[C:22]([NH2:23])=[C:21]([CH3:24])[CH:20]=[CH:19][N:18]=1.[CH3:25][C:26]1[C:31]([N+]([O-])=O)=[C:30](C)N=C(O)N=1.P(Cl)(Cl)(Cl)=O.C[CH2:43][O:44][C:45]([CH3:47])=O.CCCCCCC. No catalyst specified. The product is [CH3:15][O:16][C:17]1[C:22]([NH:23][C:11]([C:9]2[C:10]3[C:2]([CH3:1])=[N:3][N:4]([C:26]4[CH:25]=[CH:47][C:45]([O:44][CH3:43])=[CH:30][CH:31]=4)[C:5]=3[N:6]=[C:7]([CH3:14])[CH:8]=2)=[O:13])=[C:21]([CH3:24])[CH:20]=[CH:19][N:18]=1. The yield is 0.190. (3) The reactants are [F:1][C:2]1[CH:3]=[CH:4][C:5]([SH:13])=[C:6]([CH:12]=1)[C:7]([O:9][CH2:10][CH3:11])=[O:8].F[C:15]1[CH:20]=[CH:19][CH:18]=[CH:17][C:16]=1[N+:21]([O-:23])=[O:22].C([O-])([O-])=O.[K+].[K+]. The catalyst is CC(C)=O. The product is [F:1][C:2]1[CH:3]=[CH:4][C:5]([S:13][C:15]2[CH:20]=[CH:19][CH:18]=[CH:17][C:16]=2[N+:21]([O-:23])=[O:22])=[C:6]([CH:12]=1)[C:7]([O:9][CH2:10][CH3:11])=[O:8]. The yield is 0.950. (4) The reactants are [Br:1][C:2]1[C:3]([CH2:12][Br:13])=[C:4]([CH:9]=[CH:10][CH:11]=1)[C:5](OC)=[O:6].CC(C[AlH]CC(C)C)C. The catalyst is C1(C)C=CC=CC=1. The product is [Br:1][C:2]1[C:3]([CH2:12][Br:13])=[C:4]([CH2:5][OH:6])[CH:9]=[CH:10][CH:11]=1. The yield is 0.960. (5) The reactants are [CH3:1][C:2]1[CH:3]=[C:4]([CH:8]=[C:9]([CH3:12])[C:10]=1[OH:11])[C:5]([OH:7])=[O:6].[C:13](OC(=O)C)(=[O:15])[CH3:14].O. The catalyst is N1C=CC=CC=1. The product is [C:13]([O:11][C:10]1[C:9]([CH3:12])=[CH:8][C:4]([C:5]([OH:7])=[O:6])=[CH:3][C:2]=1[CH3:1])(=[O:15])[CH3:14]. The yield is 0.940. (6) The reactants are C(Cl)(=O)C(Cl)=O.CS(C)=O.[OH:11][CH2:12][C@@H:13]1[CH2:17][CH2:16][CH2:15][N:14]1[C:18]([O:20][C:21]([CH3:24])([CH3:23])[CH3:22])=[O:19].CCN(CC)CC. The catalyst is C(Cl)Cl. The product is [CH:12]([C@@H:13]1[CH2:17][CH2:16][CH2:15][N:14]1[C:18]([O:20][C:21]([CH3:24])([CH3:23])[CH3:22])=[O:19])=[O:11]. The yield is 1.00. (7) The reactants are Br[CH2:2][CH2:3][CH:4]=[C:5]([CH3:7])[CH3:6].[OH:8][NH:9][C:10](=[O:16])[O:11][C:12]([CH3:15])([CH3:14])[CH3:13].C1CCN2C(=NCCC2)CC1. The product is [CH3:6][C:5]([CH3:7])=[CH:4][CH2:3][CH2:2][O:8][NH:9][C:10](=[O:16])[O:11][C:12]([CH3:15])([CH3:14])[CH3:13]. The yield is 0.700. The catalyst is CC#N. (8) The reactants are [N:1]1([C:10](=O)[CH2:11][N:12]2[CH2:17][CH2:16][O:15][C@@H:14]([CH2:18][O:19][C:20]3[CH:25]=[CH:24][CH:23]=[CH:22]N=3)[CH2:13]2)[C:9]2[C:4](=[CH:5][CH:6]=[CH:7][CH:8]=2)[CH2:3][CH2:2]1.[C:27]1(O)C=CC=CC=1.C1(P(C2C=CC=CC=2)C2C=CC=CC=2)C=CC=CC=1.CCOC(/N=N/C(OCC)=O)=O. The catalyst is C1COCC1. The product is [N:1]1([CH2:10][CH2:11][N:12]2[CH2:17][CH2:16][O:15][C@H:14]([CH2:18][O:19][C:20]3[CH:27]=[CH:22][CH:23]=[CH:24][CH:25]=3)[CH2:13]2)[C:9]2[C:4](=[CH:5][CH:6]=[CH:7][CH:8]=2)[CH2:3][CH2:2]1. The yield is 0.410.